Dataset: Forward reaction prediction with 1.9M reactions from USPTO patents (1976-2016). Task: Predict the product of the given reaction. (1) Given the reactants [CH3:1][C:2]1[CH:3]=[C:4]([CH3:12])[C:5]2[O:9][C:8](S)=[N:7][C:6]=2[CH:11]=1.[NH:13]1[CH2:20][CH2:19][CH2:18][CH2:17][NH:16][CH2:15][CH2:14]1, predict the reaction product. The product is: [CH3:1][C:2]1[CH:3]=[C:4]([CH3:12])[C:5]2[O:9][C:8]([N:13]3[CH2:20][CH2:19][CH2:18][CH2:17][NH:16][CH2:15][CH2:14]3)=[N:7][C:6]=2[CH:11]=1. (2) Given the reactants [NH2:1][C@@H:2]1[C:11]2[C:6](=[CH:7][CH:8]=[CH:9][CH:10]=2)[C@H:5]([OH:12])[CH2:4][CH2:3]1.[H-].[Na+].[CH:15]1([C:21]2[N:25]3[CH:26]=[C:27](F)[CH:28]=[CH:29][C:24]3=[N:23][N:22]=2)[CH2:20][CH2:19][CH2:18][CH2:17][CH2:16]1, predict the reaction product. The product is: [CH:15]1([C:21]2[N:25]3[CH:26]=[C:27]([O:12][C@H:5]4[C:6]5[C:11](=[CH:10][CH:9]=[CH:8][CH:7]=5)[C@@H:2]([NH2:1])[CH2:3][CH2:4]4)[CH:28]=[CH:29][C:24]3=[N:23][N:22]=2)[CH2:16][CH2:17][CH2:18][CH2:19][CH2:20]1. (3) Given the reactants NCC(N)C.[CH3:6][CH:7]([CH3:13])[CH2:8][C@H:9]([NH2:12])[CH2:10][NH2:11].[C:14]([NH:22][C:23]1[CH:24]=[C:25]([CH:29]=[CH:30][N:31]=1)[C:26](O)=O)(=[O:21])[C:15]1[CH:20]=[CH:19][CH:18]=[CH:17][CH:16]=1, predict the reaction product. The product is: [CH2:8]([CH:9]1[CH2:10][NH:11][C:26]([C:25]2[CH:29]=[CH:30][N:31]=[C:23]([NH:22][C:14](=[O:21])[C:15]3[CH:16]=[CH:17][CH:18]=[CH:19][CH:20]=3)[CH:24]=2)=[N:12]1)[CH:7]([CH3:13])[CH3:6]. (4) Given the reactants [NH2:1][C:2]1[N:7]=[CH:6][C:5]([C:8]2[N:9]=[C:10]([N:26]3[CH2:31][CH2:30][O:29][CH2:28][CH2:27]3)[C:11]3[S:16][C:15]([C:17]4[CH:18]=[C:19]([CH:23]=[CH:24][CH:25]=4)[C:20]([OH:22])=O)=[CH:14][C:12]=3[N:13]=2)=[CH:4][N:3]=1.[OH:32][CH2:33][CH2:34][N:35]1[CH2:40][CH2:39][NH:38][CH2:37][CH2:36]1, predict the reaction product. The product is: [NH2:1][C:2]1[N:7]=[CH:6][C:5]([C:8]2[N:9]=[C:10]([N:26]3[CH2:27][CH2:28][O:29][CH2:30][CH2:31]3)[C:11]3[S:16][C:15]([C:17]4[CH:18]=[C:19]([C:20]([N:38]5[CH2:39][CH2:40][N:35]([CH2:34][CH2:33][OH:32])[CH2:36][CH2:37]5)=[O:22])[CH:23]=[CH:24][CH:25]=4)=[CH:14][C:12]=3[N:13]=2)=[CH:4][N:3]=1.